This data is from Reaction yield outcomes from USPTO patents with 853,638 reactions. The task is: Predict the reaction yield, written as a fraction of the theoretical maximum amount of product (1.0 means a 100% yield; for example, 0.34 means a 34% yield). (1) The reactants are [CH2:1]([O:8][C:9]1[CH:10]=[C:11]([S:22][CH2:23][CH2:24][C:25](OC)=O)[CH:12]=[N:13][C:14]=1[NH:15][C:16]1[S:17][CH:18]=[C:19]([CH3:21])[N:20]=1)[C:2]1[CH:7]=[CH:6][CH:5]=[CH:4][CH:3]=1.CC([O-])(C)C.[K+].BrCC1C[CH2:41][N:40](C(OC(C)(C)C)=O)[CH2:39][CH2:38]1.[ClH:50]. No catalyst specified. The product is [ClH:50].[ClH:50].[CH2:1]([O:8][C:9]1[C:14]([NH:15][C:16]2[S:17][CH:18]=[C:19]([CH3:21])[N:20]=2)=[N:13][CH:12]=[C:11]([S:22][CH2:23][CH:24]2[CH2:25][CH2:41][NH:40][CH2:39][CH2:38]2)[CH:10]=1)[C:2]1[CH:7]=[CH:6][CH:5]=[CH:4][CH:3]=1. The yield is 0.646. (2) The product is [C:16]([O:15][C:13]([NH:1][C:2]1[N:7]=[C:6]([C:8]([O:10][CH2:11][CH3:12])=[O:9])[CH:5]=[CH:4][CH:3]=1)=[O:14])([CH3:19])([CH3:18])[CH3:17]. The catalyst is CC(O)(C)C.CC(C)=O.CN(C1C=CN=CC=1)C. The reactants are [NH2:1][C:2]1[N:7]=[C:6]([C:8]([O:10][CH2:11][CH3:12])=[O:9])[CH:5]=[CH:4][CH:3]=1.[C:13](O[C:13]([O:15][C:16]([CH3:19])([CH3:18])[CH3:17])=[O:14])([O:15][C:16]([CH3:19])([CH3:18])[CH3:17])=[O:14]. The yield is 0.910. (3) The reactants are [CH3:1][N:2]1[C:6]([C:7]2[S:11][CH:10]=[C:9]([C:12]([NH:14][CH:15]([C:25]3[C:34]4[C:29](=[CH:30][CH:31]=[CH:32][CH:33]=4)[CH:28]=[CH:27][CH:26]=3)[CH2:16][NH:17]C(=O)OC(C)(C)C)=[O:13])[CH:8]=2)=[CH:5][CH:4]=[N:3]1. The catalyst is C(O)(C(F)(F)F)=O.C(Cl)Cl. The product is [NH2:17][CH2:16][CH:15]([NH:14][C:12]([C:9]1[CH:8]=[C:7]([C:6]2[N:2]([CH3:1])[N:3]=[CH:4][CH:5]=2)[S:11][CH:10]=1)=[O:13])[C:25]1[C:34]2[C:29](=[CH:30][CH:31]=[CH:32][CH:33]=2)[CH:28]=[CH:27][CH:26]=1. The yield is 0.230. (4) The reactants are [OH:1][C:2]1[CH:3]=[C:4]2[C:8](=[CH:9][CH:10]=1)[CH2:7][C@H:6]([NH:11][S:12]([CH:15]([CH3:17])[CH3:16])(=[O:14])=[O:13])[CH2:5]2.[H-].[Na+].Br[CH2:21][C:22]1[CH:29]=[CH:28][CH:27]=[CH:26][C:23]=1[C:24]#[N:25]. The catalyst is CN(C=O)C. The product is [C:24]([C:23]1[CH:26]=[CH:27][CH:28]=[CH:29][C:22]=1[CH2:21][O:1][C:2]1[CH:3]=[C:4]2[C:8](=[CH:9][CH:10]=1)[CH2:7][C@H:6]([NH:11][S:12]([CH:15]([CH3:17])[CH3:16])(=[O:14])=[O:13])[CH2:5]2)#[N:25]. The yield is 0.491. (5) The reactants are [CH3:1][N:2]([CH2:4][C@@H:5]1[CH2:9][CH2:8][N:7]([C:10]([NH:12][C:13]2[CH:18]=[C:17]([O:19][C:20]3[CH:25]=[CH:24][C:23]([N+:26]([O-])=O)=[CH:22][C:21]=3[F:29])[N:16]=[CH:15][N:14]=2)=[O:11])[CH2:6]1)[CH3:3]. The catalyst is O1CCCC1.[OH-].[Pd+2].[OH-].[C]. The product is [NH2:26][C:23]1[CH:24]=[CH:25][C:20]([O:19][C:17]2[CH:18]=[C:13]([NH:12][C:10]([N:7]3[CH2:8][CH2:9][C@@H:5]([CH2:4][N:2]([CH3:3])[CH3:1])[CH2:6]3)=[O:11])[N:14]=[CH:15][N:16]=2)=[C:21]([F:29])[CH:22]=1. The yield is 0.910. (6) The reactants are O[CH:2]=[C:3]1[C:11]2[C:6](=[CH:7][C:8]([C:12]([C:14]3[CH:15]=[C:16]([NH:20][C:21]([C:23]4[N:24]([CH3:29])[N:25]=[C:26]([CH3:28])[CH:27]=4)=[O:22])[CH:17]=[CH:18][CH:19]=3)=[O:13])=[CH:9][CH:10]=2)[NH:5][C:4]1=[O:30].[CH3:31][N:32]([CH3:44])[CH2:33][CH:34]([NH:36][C:37]1[CH:42]=[CH:41][C:40]([NH2:43])=[CH:39][CH:38]=1)[CH3:35]. The catalyst is C1COCC1. The product is [CH3:44][N:32]([CH3:31])[CH2:33][CH:34]([NH:36][C:37]1[CH:38]=[CH:39][C:40]([NH:43][CH:2]=[C:3]2[C:11]3[C:6](=[CH:7][C:8]([C:12]([C:14]4[CH:15]=[C:16]([NH:20][C:21]([C:23]5[N:24]([CH3:29])[N:25]=[C:26]([CH3:28])[CH:27]=5)=[O:22])[CH:17]=[CH:18][CH:19]=4)=[O:13])=[CH:9][CH:10]=3)[NH:5][C:4]2=[O:30])=[CH:41][CH:42]=1)[CH3:35]. The yield is 0.400.